This data is from Experimentally validated miRNA-target interactions with 360,000+ pairs, plus equal number of negative samples. The task is: Binary Classification. Given a miRNA mature sequence and a target amino acid sequence, predict their likelihood of interaction. (1) The miRNA is hsa-miR-545-5p with sequence UCAGUAAAUGUUUAUUAGAUGA. The protein sequence of the target gene is MRLIGMPKEKYDPPDPRRIYTIMSAEEVANGKKSHWAELEISGRVRSLSTSLWSLTHLTALHLNDNYLSRIPPDIAKLHNLVYLDLSSNKLRSLPAELGNMVSLRELLLNNNLLRVLPYELGRLFQLQTLGLKGNPLSQDILNLYQDPDGTRKLLNFMLDNLAVHPEQLPPRPWITLKERDQILPSASFTVMCYNVLCDKYATRQLYGYCPSWALNWEYRKKGIMEEIVNCDADIISLQEVETEQYFTLFLPALKERGYDGFFSPKSRAKIMSEQERKHVDGCAIFFKTEKFTLVQKHTV.... Result: 1 (interaction). (2) The miRNA is hsa-miR-6807-5p with sequence GUGAGCCAGUGGAAUGGAGAGG. The protein sequence of the target gene is MARFALTVVRHGETRFNKEKIIQGQGVDEPLSETGFKQAAAAGIFLNNVKFTHAFSSDLMRTKQTMHGILERSKFCKDMTVKYDSRLRERKYGVVEGKALSELRAMAKAAREECPVFTPPGGETLDQVKMRGIDFFEFLCQLILKEADQKEQFSQGSPSNCLETSLAEIFPLGKNHSSKVNSDSGIPGLAASVLVVSHGAYMRSLFDYFLTDLKCSLPATLSRSELMSVTPNTGMSLFIINFEEGREVKPTVQCICMNLQDHLNGLTETR. Result: 1 (interaction). (3) The miRNA is hsa-miR-136-3p with sequence CAUCAUCGUCUCAAAUGAGUCU. The protein sequence of the target gene is MEGTHCTLQLHKPITELCYISFCLPKGEVRGFSYKGTVTLDRSNKGFHNCYQVREESDIISLSQEPDEHPGDIFFKQTPTKDILTELYKLTTERERLLTNLLSSDHILGITMGNQEGKLQELSVSLAPEDDCFQSAGDWQGELPVGPLNKRSTHGNKKPRRSSGRRESFGALPQKRTKRKGRGGRESAPLMGKDKICSSHSLPLSRTRPNLWVLEEKGNLLPNGALACSLQRRESCPPDIPKTPDTDLGFGSFETAFKDTGLGREVLPPDCSSTEAGGDGIRRPPSGLEHQQTGLSESHQ.... Result: 1 (interaction). (4) The miRNA is hsa-miR-4303 with sequence UUCUGAGCUGAGGACAG. The protein sequence of the target gene is MIGMLESLQHESDLLQHDQIHTGEKPYECNECRKTFSLKQNLVEHKKMHTGEKSHECTECGKVCSRVSSLTLHLRSHTGKKAYKCNKCGKAFSQKENFLSHQKHHTGEKPYECEKVSIQMPTIIRHQKNHTGTKPYACKECGKAFNGKAYLTEHEKIHTGEKPFECNQCGRAFSQKQYLIKHQNIHTGKKPFKCSECGKAFSQKENLIIHQRIHTGEKPYECKGCGKAFIQKSSLIRHQRSHTGEKPYTCKECGKAFSGKSNLTEHEKIHIGEKPYKCNECGTIFRQKQYLIKHHNIHTG.... Result: 1 (interaction). (5) The miRNA is hsa-miR-665 with sequence ACCAGGAGGCUGAGGCCCCU. Result: 0 (no interaction). The protein sequence of the target gene is MLGLLGSTALVGWITGAAVAVLLLLLLLATCLFHGRQDCDVERNRTAAGGNRVRRAQPWPFRRRGHLGIFHHHRHPGHVSHVPNVGLHHHHHPRHTPHHLHHHHHPHRHHPRHAR. (6) The miRNA is mmu-miR-7115-3p with sequence ACUUGGUCCCCUGCCCCCACAG. The protein sequence of the target gene is MVALENPECGPEAAEGTPGGRRLLPLPSCLPALASSQVKRLSASRRKQHFINQAVRNSDLVPKAKGRKSLQRLENTQYLLTLLETDGGLPGLEDGDLAPPASPGIFAEACNNATYVEVWNDFMNRSGEEQERVLRYLEDEGRSKARRRGPGRGEDRRREDPAYTPRECFQRISRRLRAVLKRSRIPMETLETWEERLLRFFSVSPQAVYTAMLDNSFERLLLHAVCQYMDLISASADLEGKRQMKVSNRHLDFLPPGLLLSAYLEQHS. Result: 0 (no interaction).